Task: Predict the reactants needed to synthesize the given product.. Dataset: Full USPTO retrosynthesis dataset with 1.9M reactions from patents (1976-2016) (1) Given the product [CH2:34]([O:33][C:31]1[CH:32]=[CH:27][C:28]([CH2:24][N:1]2[C:9]3[C:4](=[CH:5][CH:6]=[CH:7][CH:8]=3)[C@@:3]3([C:21]4[C:12](=[CH:13][C:14]5[O:19][CH2:18][CH2:17][O:16][C:15]=5[CH:20]=4)[O:11][CH2:10]3)[C:2]2=[O:22])=[CH:29][CH:30]=1)[C:35]1[CH:43]=[CH:38][CH:39]=[CH:40][CH:41]=1, predict the reactants needed to synthesize it. The reactants are: [NH:1]1[C:9]2[C:4](=[CH:5][CH:6]=[CH:7][CH:8]=2)[C@@:3]2([C:21]3[C:12](=[CH:13][C:14]4[O:19][CH2:18][CH2:17][O:16][C:15]=4[CH:20]=3)[O:11][CH2:10]2)[C:2]1=[O:22].C[C:24]1[C:28]2[CH:29]=[C:30]3[C:35]4([C:43]5[C:38](=[CH:39][CH:40]=[CH:41]C=5)NC4=O)[CH2:34][O:33][C:31]3=[CH:32][C:27]=2ON=1.C(OC1C=CC(CCl)=CC=1)C1C=CC=CC=1.BrCC1OC(C(F)(F)F)=CC=1. (2) Given the product [CH3:1][O:2][C:3]([CH2:5][C:6]1[CH:7]=[C:8]([CH:14]=[CH:15][CH:16]=1)[O:9][CH2:10][CH2:11][CH2:12][N:27]([CH2:28][CH2:29][OH:30])[CH3:26])=[O:4], predict the reactants needed to synthesize it. The reactants are: [CH3:1][O:2][C:3]([CH2:5][C:6]1[CH:7]=[C:8]([CH:14]=[CH:15][CH:16]=1)[O:9][CH2:10][CH2:11][CH2:12]Br)=[O:4].C(N(C(C)C)CC)(C)C.[CH3:26][NH:27][CH2:28][CH2:29][OH:30]. (3) Given the product [Cl:8][C:7]1[CH:2]=[C:3]([CH3:10])[CH:4]=[C:5]([Br:9])[CH:6]=1, predict the reactants needed to synthesize it. The reactants are: N[C:2]1[C:7]([Cl:8])=[CH:6][C:5]([Br:9])=[CH:4][C:3]=1[CH3:10].Cl.N([O-])=O.[Na+].O[PH2]=O. (4) Given the product [Cl:1][C:2]1[CH:3]=[N:4][C:5]2[N:6]([N:8]=[C:9]([C:11]([N:16]3[C:15]([CH3:25])([CH3:14])[CH2:24][C:23]4[C:18](=[CH:19][CH:20]=[CH:21][CH:22]=4)[CH2:17]3)=[O:13])[CH:10]=2)[CH:7]=1, predict the reactants needed to synthesize it. The reactants are: [Cl:1][C:2]1[CH:3]=[N:4][C:5]2[N:6]([N:8]=[C:9]([C:11]([OH:13])=O)[CH:10]=2)[CH:7]=1.[CH3:14][C:15]1([CH3:25])[CH2:24][C:23]2[C:18](=[CH:19][CH:20]=[CH:21][CH:22]=2)[CH2:17][NH:16]1. (5) Given the product [ClH:16].[Cl:16][C:17]1[CH:22]=[CH:21][C:20]([CH2:23][CH2:24][NH2:25])=[CH:19][C:18]=1[C:26]([F:27])([F:28])[F:29], predict the reactants needed to synthesize it. The reactants are: Cl.FC1C=C(CCN)C=CC=1C(F)(F)F.[Cl:16][C:17]1[CH:22]=[CH:21][C:20]([CH2:23][C:24]#[N:25])=[CH:19][C:18]=1[C:26]([F:29])([F:28])[F:27].C1COCC1. (6) Given the product [O:1]1[CH:5]=[CH:4][CH:3]=[C:2]1[C:6]1[N:10]([C:11]2[CH:12]=[C:13]([CH:14]=[CH:15][CH:16]=2)[CH2:17][NH:18][C:30](=[O:31])[O:32][C:33]([CH3:36])([CH3:35])[CH3:34])[N:9]=[C:8]([C:19]([F:20])([F:22])[F:21])[CH:7]=1, predict the reactants needed to synthesize it. The reactants are: [O:1]1[CH:5]=[CH:4][CH:3]=[C:2]1[C:6]1[N:10]([C:11]2[CH:12]=[C:13]([CH2:17][NH2:18])[CH:14]=[CH:15][CH:16]=2)[N:9]=[C:8]([C:19]([F:22])([F:21])[F:20])[CH:7]=1.C(N(CC)CC)C.[C:30](O[C:30]([O:32][C:33]([CH3:36])([CH3:35])[CH3:34])=[O:31])([O:32][C:33]([CH3:36])([CH3:35])[CH3:34])=[O:31]. (7) Given the product [N:19]1[CH:20]=[CH:21][CH:22]=[C:17]([CH2:16][CH:9]2[CH:8]([OH:7])[CH:13]3[CH2:12][CH2:11][N:10]2[CH2:15][CH2:14]3)[CH:18]=1, predict the reactants needed to synthesize it. The reactants are: C1([O:7][CH:8]2[CH:13]3[CH2:14][CH2:15][N:10]([CH2:11][CH2:12]3)[CH:9]2[CH2:16][C:17]2[CH:18]=[N:19][CH:20]=[CH:21][CH:22]=2)C=CC=CC=1.N1C=CC=C(C=O)C=1.Cl.N12CCC(CC1)C(=O)C2.[OH-].[K+].N1C=CC=C(C=C2C(=O)C3CCN2CC3)C=1. (8) The reactants are: CS(O[CH2:6][CH2:7][C:8]1[CH:13]=[CH:12][CH:11]=[C:10]([N+:14]([O-:16])=[O:15])[CH:9]=1)(=O)=O.C(=O)([O-])[O-].[K+].[K+].[NH:23]1[CH2:28][CH2:27][CH2:26][CH2:25][CH2:24]1. Given the product [N+:14]([C:10]1[CH:9]=[C:8]([CH:13]=[CH:12][CH:11]=1)[CH2:7][CH2:6][N:23]1[CH2:28][CH2:27][CH2:26][CH2:25][CH2:24]1)([O-:16])=[O:15], predict the reactants needed to synthesize it. (9) Given the product [CH:1]1([CH:7]2[NH:12][C:11]3[CH:13]=[CH:14][CH:15]=[C:16]([C:33]4[CH:32]=[CH:31][CH:30]=[C:29]([O:28][CH3:27])[CH:34]=4)[C:10]=3[S:9](=[O:26])(=[O:25])[NH:8]2)[CH2:6][CH2:5][CH2:4][CH2:3][CH2:2]1, predict the reactants needed to synthesize it. The reactants are: [CH:1]1([CH:7]2[NH:12][C:11]3[CH:13]=[CH:14][CH:15]=[C:16](C4C=CC=CC=4OC)[C:10]=3[S:9](=[O:26])(=[O:25])[NH:8]2)[CH2:6][CH2:5][CH2:4][CH2:3][CH2:2]1.[CH3:27][O:28][C:29]1[CH:30]=[C:31](B(O)O)[CH:32]=[CH:33][CH:34]=1. (10) Given the product [CH2:4]([C@H:2]([NH2:20])[C:1]([OH:6])=[O:5])[CH2:90][C:91]([NH:93][C@H:94]([C:97]([NH:7][CH2:8][C:10]([OH:12])=[O:11])=[O:98])[CH2:95][SH:96])=[O:92].[CH:8]1[CH:9]=[C:4]([CH:14]=[O:15])[C:2]([CH:1]=[O:6])=[CH:19][CH:10]=1, predict the reactants needed to synthesize it. The reactants are: [C:1]([O-:6])(=[O:5])[C:2]([CH3:4])=O.[NH2:7][C@H:8]([C:10]([OH:12])=[O:11])[CH3:9].C([O-])(=O)[CH:14](C)[OH:15].[CH:19]1[N:20]=C(N)C2N=CN([C@@H]3O[C@H](COP(OP(OC[C@H]4O[C@@H](N5C=C(C(N)=O)CC=C5)[C@H](O)[C@@H]4O)(O)=O)(O)=O)[C@@H](O)[C@H]3O)C=2N=1.O=C(CCC([O-])=O)C([O-])=O.C1C=CC2C(=CN=NC=2NN)C=1.C(O)C=C.C([C@H](N)C(O)=O)[CH2:90][C:91]([NH:93][C@H:94]([C:97](NCC(O)=O)=[O:98])[CH2:95][SH:96])=[O:92].C1NC=C2C=1C=CC=C2.